This data is from Peptide-MHC class II binding affinity with 134,281 pairs from IEDB. The task is: Regression. Given a peptide amino acid sequence and an MHC pseudo amino acid sequence, predict their binding affinity value. This is MHC class II binding data. (1) The MHC is DRB1_0301 with pseudo-sequence DRB1_0301. The binding affinity (normalized) is 0. The peptide sequence is LGQQQPFPPQQPYPQPQPFP. (2) The peptide sequence is RVNQLIRYSGYRETP. The MHC is H-2-IAb with pseudo-sequence H-2-IAb. The binding affinity (normalized) is 0.0689. (3) The peptide sequence is QLQQFQKEDAALTIY. The MHC is DRB1_0404 with pseudo-sequence DRB1_0404. The binding affinity (normalized) is 0.0553.